Dataset: Forward reaction prediction with 1.9M reactions from USPTO patents (1976-2016). Task: Predict the product of the given reaction. (1) Given the reactants [CH:1]1([CH2:4][N+:5]2([O-])[CH2:23][CH2:22][C@:12]34[C:13]5[C:14]6[O:21][C@H:11]3[C:10](=O)[CH2:9][CH2:8][C@@:7]4([O:25]CC)[C@H:6]2[CH2:19][C:18]=5[CH:17]=[CH:16][C:15]=6[OH:20])[CH2:3][CH2:2]1.[CH2:29](Br)[C:30]1[CH:35]=[CH:34][CH:33]=[CH:32][CH:31]=1.[C:37]([O-])([O-])=O.[K+].[K+], predict the reaction product. The product is: [CH:1]1([CH2:4][N:5]2[CH2:23][CH2:22][C@:12]34[C:13]5[C:14]6[O:21][C@H:11]3[C:10](=[CH2:37])[CH2:9][CH2:8][C@@:7]4([OH:25])[C@H:6]2[CH2:19][C:18]=5[CH:17]=[CH:16][C:15]=6[O:20][CH2:29][C:30]2[CH:35]=[CH:34][CH:33]=[CH:32][CH:31]=2)[CH2:3][CH2:2]1. (2) The product is: [C:1]([NH:4][C:5]1[NH:9][N:8]=[C:7]([C:10]([OH:12])=[O:11])[N:6]=1)(=[O:3])[CH3:2]. Given the reactants [C:1]([NH:4][C:5]1[NH:9][N:8]=[C:7]([C:10]([O:12]CC)=[O:11])[N:6]=1)(=[O:3])[CH3:2].Cl, predict the reaction product. (3) The product is: [CH3:25][C:26]([C:29]1[S:33][C:32]([NH:34][C:4](=[O:6])[C:3]2[CH:7]=[CH:8][CH:9]=[CH:10][C:2]=2[I:1])=[N:31][N:30]=1)([CH3:28])[CH3:27]. Given the reactants [I:1][C:2]1[CH:10]=[CH:9][CH:8]=[CH:7][C:3]=1[C:4]([OH:6])=O.C(Cl)CCl.C1C=CC2N(O)N=NC=2C=1.[CH3:25][C:26]([C:29]1[S:33][C:32]([NH2:34])=[N:31][N:30]=1)([CH3:28])[CH3:27], predict the reaction product. (4) Given the reactants [O:1]=[C:2]1[O:8][C@H:7]([C@H:9]([CH2:11][OH:12])[OH:10])[C:5]([OH:6])=[C:3]1[OH:4].[CH2:13]([N:25]([CH2:44][CH2:45][CH2:46][CH2:47][CH2:48][CH2:49][CH2:50][CH2:51][CH2:52][CH2:53][CH2:54][CH3:55])[C:26]1[CH:42]=[CH:41][C:29]([C:30]([C:32]2[CH:40]=[CH:39][CH:38]=[CH:37][C:33]=2[C:34](O)=[O:35])=[O:31])=[C:28]([OH:43])[CH:27]=1)[CH2:14][CH2:15][CH2:16][CH2:17][CH2:18][CH2:19][CH2:20][CH2:21][CH2:22][CH2:23][CH3:24], predict the reaction product. The product is: [CH2:44]([N:25]([CH2:13][CH2:14][CH2:15][CH2:16][CH2:17][CH2:18][CH2:19][CH2:20][CH2:21][CH2:22][CH2:23][CH3:24])[C:26]1[CH:42]=[CH:41][C:29]([C:30]([C:32]2[CH:40]=[CH:39][CH:38]=[CH:37][C:33]=2[C:34]([O:12][CH2:11][CH:9]([CH:7]2[C:5]([OH:6])=[C:3]([OH:4])[C:2](=[O:1])[O:8]2)[OH:10])=[O:35])=[O:31])=[C:28]([OH:43])[CH:27]=1)[CH2:45][CH2:46][CH2:47][CH2:48][CH2:49][CH2:50][CH2:51][CH2:52][CH2:53][CH2:54][CH3:55]. (5) Given the reactants [CH3:1][NH:2][C:3]1[CH:8]=[CH:7][C:6]([NH:9]C)=[C:5]([N:11]2[CH2:16][CH2:15][CH2:14][CH2:13][CH2:12]2)[CH:4]=1.[C:17]([C:19]1[O:23][C:22]([C:24](Cl)=[O:25])=[CH:21][CH:20]=1)#[N:18].[CH3:27]CN(C(C)C)C(C)C, predict the reaction product. The product is: [CH3:1][N:2]([CH3:27])[C:3]1[CH:8]=[CH:7][C:6]([NH:9][C:24]([C:22]2[O:23][C:19]([C:17]#[N:18])=[CH:20][CH:21]=2)=[O:25])=[C:5]([N:11]2[CH2:16][CH2:15][CH2:14][CH2:13][CH2:12]2)[CH:4]=1. (6) Given the reactants [CH2:1]([O:3][P:4]([NH:9][C@H:10]1[C@H:15]([O:16][CH3:17])[CH2:14][CH2:13][N:12](C(OCC2C=CC=CC=2)=O)[CH2:11]1)([O:6][CH2:7][CH3:8])=[O:5])[CH3:2].[H][H], predict the reaction product. The product is: [CH3:17][O:16][C@@H:15]1[CH2:14][CH2:13][NH:12][CH2:11][C@H:10]1[NH:9][P:4](=[O:5])([O:6][CH2:7][CH3:8])[O:3][CH2:1][CH3:2].